From a dataset of NCI-60 drug combinations with 297,098 pairs across 59 cell lines. Regression. Given two drug SMILES strings and cell line genomic features, predict the synergy score measuring deviation from expected non-interaction effect. (1) Drug 1: CC12CCC(CC1=CCC3C2CCC4(C3CC=C4C5=CN=CC=C5)C)O. Drug 2: C1CCN(CC1)CCOC2=CC=C(C=C2)C(=O)C3=C(SC4=C3C=CC(=C4)O)C5=CC=C(C=C5)O. Cell line: SK-MEL-2. Synergy scores: CSS=1.08, Synergy_ZIP=3.78, Synergy_Bliss=6.85, Synergy_Loewe=2.64, Synergy_HSA=2.95. (2) Drug 1: C1=C(C(=O)NC(=O)N1)N(CCCl)CCCl. Drug 2: N.N.Cl[Pt+2]Cl. Cell line: HCT116. Synergy scores: CSS=31.4, Synergy_ZIP=2.17, Synergy_Bliss=2.00, Synergy_Loewe=-6.26, Synergy_HSA=0.169. (3) Drug 1: CC1C(C(=O)NC(C(=O)N2CCCC2C(=O)N(CC(=O)N(C(C(=O)O1)C(C)C)C)C)C(C)C)NC(=O)C3=C4C(=C(C=C3)C)OC5=C(C(=O)C(=C(C5=N4)C(=O)NC6C(OC(=O)C(N(C(=O)CN(C(=O)C7CCCN7C(=O)C(NC6=O)C(C)C)C)C)C(C)C)C)N)C. Drug 2: C1=CC=C(C(=C1)C(C2=CC=C(C=C2)Cl)C(Cl)Cl)Cl. Cell line: HOP-62. Synergy scores: CSS=21.6, Synergy_ZIP=-4.85, Synergy_Bliss=-0.0133, Synergy_Loewe=-22.5, Synergy_HSA=2.02. (4) Drug 1: CCCS(=O)(=O)NC1=C(C(=C(C=C1)F)C(=O)C2=CNC3=C2C=C(C=N3)C4=CC=C(C=C4)Cl)F. Drug 2: C1=CC(=CC=C1CCC2=CNC3=C2C(=O)NC(=N3)N)C(=O)NC(CCC(=O)O)C(=O)O. Cell line: NCI-H226. Synergy scores: CSS=10.9, Synergy_ZIP=-2.48, Synergy_Bliss=3.67, Synergy_Loewe=2.13, Synergy_HSA=2.92.